This data is from Catalyst prediction with 721,799 reactions and 888 catalyst types from USPTO. The task is: Predict which catalyst facilitates the given reaction. (1) Reactant: C([N:8]1[CH2:13][CH2:12][N:11]([C:14]2[CH:15]=[C:16]([O:25][CH3:26])[C:17]([CH3:24])=[C:18]3[C:23]=2[N:22]=[CH:21][CH:20]=[CH:19]3)[CH2:10][CH2:9]1)C1C=CC=CC=1.C([O-])=O.[NH4+]. Product: [CH3:26][O:25][C:16]1[C:17]([CH3:24])=[C:18]2[C:23](=[C:14]([N:11]3[CH2:10][CH2:9][NH:8][CH2:13][CH2:12]3)[CH:15]=1)[N:22]=[CH:21][CH:20]=[CH:19]2. The catalyst class is: 43. (2) Reactant: [OH:1][C:2]1[C:7]([C:8](O)=[O:9])=[CH:6][CH:5]=[C:4]([CH3:11])[N:3]=1.[H-].[H-].[H-].[H-].[Li+].[Al+3].O.[OH-].[Na+]. Product: [OH:9][CH2:8][C:7]1[C:2](=[O:1])[NH:3][C:4]([CH3:11])=[CH:5][CH:6]=1. The catalyst class is: 1. (3) Reactant: [C:1]1([N:7]2[CH:11]=[C:10](Br)[CH:9]=[N:8]2)[CH:6]=[CH:5][CH:4]=[CH:3][CH:2]=1.C([Li])CCC.[Br:18][C:19]1[CH:20]=[CH:21][C:22]([Cl:27])=[C:23]([CH:26]=1)[CH:24]=[O:25].[Cl-].[NH4+]. Product: [Br:18][C:19]1[CH:20]=[CH:21][C:22]([Cl:27])=[C:23]([CH:24]([C:10]2[CH:9]=[N:8][N:7]([C:1]3[CH:6]=[CH:5][CH:4]=[CH:3][CH:2]=3)[CH:11]=2)[OH:25])[CH:26]=1. The catalyst class is: 469. (4) Reactant: C([N:4]([S:34]([CH2:37][C:38]1[CH:43]=[CH:42][CH:41]=[CH:40][CH:39]=1)(=[O:36])=[O:35])[C:5]([CH:7]1[CH2:12][CH2:11][N:10]([C:13]2[C:23]([C:24]#[N:25])=[CH:22][C:16]([C:17]([O:19][CH2:20][CH3:21])=[O:18])=[C:15](OS(C(F)(F)F)(=O)=O)[N:14]=2)[CH2:9][CH2:8]1)=[O:6])C=C.CC1(C)C2C(=C(P(C3C=CC=CC=3)C3C=CC=CC=3)C=CC=2)OC2C(P(C3C=CC=CC=3)C3C=CC=CC=3)=CC=CC1=2.[SH:86][CH2:87][CH2:88][NH:89][C:90](=[O:92])[CH3:91].CCN(C(C)C)C(C)C.C([O-])(O)=O.[Na+]. Product: [C:90]([NH:89][CH2:88][CH2:87][S:86][C:15]1[N:14]=[C:13]([N:10]2[CH2:9][CH2:8][CH:7]([C:5](=[O:6])[NH:4][S:34]([CH2:37][C:38]3[CH:43]=[CH:42][CH:41]=[CH:40][CH:39]=3)(=[O:36])=[O:35])[CH2:12][CH2:11]2)[C:23]([C:24]#[N:25])=[CH:22][C:16]=1[C:17]([O:19][CH2:20][CH3:21])=[O:18])(=[O:92])[CH3:91]. The catalyst class is: 102. (5) Reactant: Cl.Cl[C:3]1[N:12]=[C:11]([N:13]([C:15]2[CH:20]=[CH:19][C:18]([O:21][CH3:22])=[CH:17][CH:16]=2)[CH3:14])[C:10]2[C:5](=[CH:6][CH:7]=[CH:8][CH:9]=2)[N:4]=1.[NH:23]1[CH2:28][CH2:27][NH:26][CH2:25][CH2:24]1. Product: [CH3:22][O:21][C:18]1[CH:19]=[CH:20][C:15]([N:13]([CH3:14])[C:11]2[C:10]3[C:5](=[CH:6][CH:7]=[CH:8][CH:9]=3)[N:4]=[C:3]([N:23]3[CH2:28][CH2:27][NH:26][CH2:25][CH2:24]3)[N:12]=2)=[CH:16][CH:17]=1. The catalyst class is: 51.